From a dataset of Catalyst prediction with 721,799 reactions and 888 catalyst types from USPTO. Predict which catalyst facilitates the given reaction. (1) Reactant: Cl[C:2]1[CH:7]=[C:6]([Cl:8])[N:5]=[C:4]([CH3:9])[N:3]=1.[N:10]1([C:16]([O:18][C:19]([CH3:22])([CH3:21])[CH3:20])=[O:17])[CH2:15][CH2:14][NH:13][CH2:12][CH2:11]1.CCN(C(C)C)C(C)C. Product: [C:19]([O:18][C:16]([N:10]1[CH2:15][CH2:14][N:13]([C:2]2[CH:7]=[C:6]([Cl:8])[N:5]=[C:4]([CH3:9])[N:3]=2)[CH2:12][CH2:11]1)=[O:17])([CH3:22])([CH3:20])[CH3:21]. The catalyst class is: 1. (2) Reactant: [Br:1][C:2]1[CH:3]=[C:4]([CH:12]=[C:13]([CH2:15][OH:16])[CH:14]=1)[C:5]([O:7][C:8]([CH3:11])([CH3:10])[CH3:9])=[O:6].CC(OI1(OC(C)=O)(OC(C)=O)OC(=O)C2C=CC=CC1=2)=O.C([O-])(O)=O.[Na+].[O-]S([O-])=O.[Na+].[Na+]. Product: [Br:1][C:2]1[CH:3]=[C:4]([CH:12]=[C:13]([CH:15]=[O:16])[CH:14]=1)[C:5]([O:7][C:8]([CH3:11])([CH3:10])[CH3:9])=[O:6]. The catalyst class is: 4.